From a dataset of Catalyst prediction with 721,799 reactions and 888 catalyst types from USPTO. Predict which catalyst facilitates the given reaction. (1) Reactant: [N+:1]([C:4]1[CH:9]=[CH:8][C:7]([NH:10][CH:11]2[CH2:16][CH2:15][CH:14]([O:17][CH2:18][C:19]([OH:21])=O)[CH2:13][CH2:12]2)=[CH:6][C:5]=1[C:22]([F:25])([F:24])[F:23])([O-:3])=[O:2].CCN=C=NCCCN(C)C.Cl.C1C=CC2N(O)N=NC=2C=1.C(N(CC)CC)C.[O:55]1[C:59]2[CH:60]=[CH:61][CH:62]=[CH:63][C:58]=2[CH2:57][CH:56]1[CH2:64][N:65]1[CH2:70][CH2:69][NH:68][CH2:67][CH2:66]1. Product: [O:55]1[C:59]2[CH:60]=[CH:61][CH:62]=[CH:63][C:58]=2[CH2:57][CH:56]1[CH2:64][N:65]1[CH2:70][CH2:69][N:68]([C:19](=[O:21])[CH2:18][O:17][CH:14]2[CH2:15][CH2:16][CH:11]([NH:10][C:7]3[CH:8]=[CH:9][C:4]([N+:1]([O-:3])=[O:2])=[C:5]([C:22]([F:25])([F:24])[F:23])[CH:6]=3)[CH2:12][CH2:13]2)[CH2:67][CH2:66]1. The catalyst class is: 4. (2) Reactant: [F:1][C:2]1[CH:3]=[C:4]([CH:6]=[C:7]([F:19])[C:8]=1[O:9][C:10]1[CH:15]=[CH:14][N:13]=[C:12]2[NH:16][CH:17]=[CH:18][C:11]=12)[NH2:5].C(N(CC)CC)C.[C:27](Cl)(=[O:29])[CH3:28].C(=O)(O)[O-].[Na+].C[O-].[Na+]. Product: [F:19][C:7]1[CH:6]=[C:4]([NH:5][C:27](=[O:29])[CH3:28])[CH:3]=[C:2]([F:1])[C:8]=1[O:9][C:10]1[CH:15]=[CH:14][N:13]=[C:12]2[NH:16][CH:17]=[CH:18][C:11]=12. The catalyst class is: 4. (3) Reactant: [CH:1]1([CH:4]([O:8][C:9]2[C:18]3[C:13](=[CH:14][CH:15]=[CH:16][CH:17]=3)[CH:12]=[CH:11][CH:10]=2)[C:5]([OH:7])=[O:6])[CH2:3][CH2:2]1.[C:19]1(O)C2C(=CC=CC=2)C=C[CH:20]=1.C([O-])([O-])=O.[K+].[K+].BrC(C1CC1)C(OCC)=O. Product: [CH:1]1([CH:4]([O:8][C:9]2[C:18]3[C:13](=[CH:14][CH:15]=[CH:16][CH:17]=3)[CH:12]=[CH:11][CH:10]=2)[C:5]([O:7][CH2:19][CH3:20])=[O:6])[CH2:3][CH2:2]1. The catalyst class is: 18.